Dataset: NCI-60 drug combinations with 297,098 pairs across 59 cell lines. Task: Regression. Given two drug SMILES strings and cell line genomic features, predict the synergy score measuring deviation from expected non-interaction effect. (1) Drug 1: C1=NC2=C(N1)C(=S)N=C(N2)N. Drug 2: C1=NC(=NC(=O)N1C2C(C(C(O2)CO)O)O)N. Cell line: COLO 205. Synergy scores: CSS=17.6, Synergy_ZIP=-3.71, Synergy_Bliss=-2.92, Synergy_Loewe=-10.8, Synergy_HSA=-5.43. (2) Drug 1: CC1C(C(CC(O1)OC2CC(CC3=C2C(=C4C(=C3O)C(=O)C5=C(C4=O)C(=CC=C5)OC)O)(C(=O)CO)O)N)O.Cl. Drug 2: COC1=CC(=CC(=C1O)OC)C2C3C(COC3=O)C(C4=CC5=C(C=C24)OCO5)OC6C(C(C7C(O6)COC(O7)C8=CC=CS8)O)O. Cell line: OVCAR-4. Synergy scores: CSS=10.0, Synergy_ZIP=-0.178, Synergy_Bliss=3.09, Synergy_Loewe=2.54, Synergy_HSA=1.90. (3) Drug 1: CN(C)C1=NC(=NC(=N1)N(C)C)N(C)C. Drug 2: CNC(=O)C1=NC=CC(=C1)OC2=CC=C(C=C2)NC(=O)NC3=CC(=C(C=C3)Cl)C(F)(F)F. Cell line: NCI-H322M. Synergy scores: CSS=-2.55, Synergy_ZIP=-2.03, Synergy_Bliss=-5.55, Synergy_Loewe=-34.1, Synergy_HSA=-7.75. (4) Drug 1: CC(CN1CC(=O)NC(=O)C1)N2CC(=O)NC(=O)C2. Drug 2: CCN(CC)CCNC(=O)C1=C(NC(=C1C)C=C2C3=C(C=CC(=C3)F)NC2=O)C. Cell line: SK-MEL-5. Synergy scores: CSS=3.43, Synergy_ZIP=-1.91, Synergy_Bliss=-1.04, Synergy_Loewe=-8.02, Synergy_HSA=-7.79. (5) Drug 1: C1CCC(CC1)NC(=O)N(CCCl)N=O. Drug 2: N.N.Cl[Pt+2]Cl. Cell line: MDA-MB-435. Synergy scores: CSS=4.96, Synergy_ZIP=1.22, Synergy_Bliss=7.89, Synergy_Loewe=1.53, Synergy_HSA=2.27.